Dataset: Full USPTO retrosynthesis dataset with 1.9M reactions from patents (1976-2016). Task: Predict the reactants needed to synthesize the given product. (1) Given the product [CH:1]([O:4][CH2:5][CH2:6][O:7][S:9]([CH3:8])(=[O:11])=[O:10])([CH3:3])[CH3:2], predict the reactants needed to synthesize it. The reactants are: [CH:1]([O:4][CH2:5][CH2:6][OH:7])([CH3:3])[CH3:2].[CH3:8][S:9](Cl)(=[O:11])=[O:10].C(N(CC)CC)C. (2) Given the product [O:12]1[C:16]2[CH:17]=[CH:18][C:19]([C:21]3[S:22][CH:23]=[C:24]([C:26]([NH:1][C:2]4[S:3][CH:4]=[C:5]([C:7]([O:9][CH2:10][CH3:11])=[O:8])[N:6]=4)=[O:27])[N:25]=3)=[CH:20][C:15]=2[CH2:14][CH2:13]1, predict the reactants needed to synthesize it. The reactants are: [NH2:1][C:2]1[S:3][CH:4]=[C:5]([C:7]([O:9][CH2:10][CH3:11])=[O:8])[N:6]=1.[O:12]1[C:16]2[CH:17]=[CH:18][C:19]([C:21]3[S:22][CH:23]=[C:24]([C:26](O)=[O:27])[N:25]=3)=[CH:20][C:15]=2[CH2:14][CH2:13]1.CN(C(ON1N=NC2C=CC=CC1=2)=[N+](C)C)C.F[P-](F)(F)(F)(F)F.CCN(C(C)C)C(C)C. (3) Given the product [Cl:9][C:13]1[CH:18]=[CH:17][N:16]=[CH:15][C:14]=1[N+:19]([O-:21])=[O:20], predict the reactants needed to synthesize it. The reactants are: P(Cl)(Cl)(Cl)(Cl)Cl.O=P(Cl)(Cl)[Cl:9].O[C:13]1[CH:18]=[CH:17][N:16]=[CH:15][C:14]=1[N+:19]([O-:21])=[O:20]. (4) Given the product [Br:36][CH2:37][C:38]([N:9]1[C:8]2[C:13](=[CH:14][CH:15]=[CH:16][C:7]=2[C:5](=[O:6])[C:4]2[CH:27]=[CH:28][CH:29]=[C:2]([Cl:1])[CH:3]=2)[N:12]([C:17]([O:19][CH2:20][C:21]2[CH:22]=[CH:23][CH:24]=[CH:25][CH:26]=2)=[O:18])[CH2:11][CH2:10]1)=[O:39], predict the reactants needed to synthesize it. The reactants are: [Cl:1][C:2]1[CH:3]=[C:4]([CH:27]=[CH:28][CH:29]=1)[C:5]([C:7]1[CH:16]=[CH:15][CH:14]=[C:13]2[C:8]=1[NH:9][CH2:10][CH2:11][N:12]2[C:17]([O:19][CH2:20][C:21]1[CH:26]=[CH:25][CH:24]=[CH:23][CH:22]=1)=[O:18])=[O:6].N1C=CC=CC=1.[Br:36][CH2:37][C:38](Br)=[O:39]. (5) Given the product [C:4]([OH:31])(=[O:3])[CH3:5].[CH2:1]([O:3][C:4](=[O:31])[C:5]([NH:20][C:21]1[CH:26]=[CH:25][C:24]([C:27](=[NH:28])[NH2:30])=[CH:23][CH:22]=1)([C:10]1[CH:11]=[C:12]([CH3:19])[C:13]([O:17][CH3:18])=[C:14]([CH3:16])[CH:15]=1)[C:6]([F:9])([F:8])[F:7])[CH3:2], predict the reactants needed to synthesize it. The reactants are: [CH2:1]([O:3][C:4](=[O:31])[C:5]([NH:20][C:21]1[CH:26]=[CH:25][C:24]([C:27](=[NH:30])[NH:28]O)=[CH:23][CH:22]=1)([C:10]1[CH:15]=[C:14]([CH3:16])[C:13]([O:17][CH3:18])=[C:12]([CH3:19])[CH:11]=1)[C:6]([F:9])([F:8])[F:7])[CH3:2].C(OC(=O)C)(=O)C. (6) Given the product [CH2:1]([CH:8]1[C:17]2[C:12](=[CH:13][C:14]([O:20][CH3:21])=[C:15]([O:18][CH3:19])[CH:16]=2)[CH2:11][CH2:10][N:9]1[CH2:23][C:24]([NH:37][CH:27]1[C:36]2[C:31](=[CH:32][CH:33]=[CH:34][CH:35]=2)[CH2:30][CH2:29][CH2:28]1)=[O:25])[C:2]1[CH:3]=[CH:4][CH:5]=[CH:6][CH:7]=1, predict the reactants needed to synthesize it. The reactants are: [CH2:1]([CH:8]1[C:17]2[C:12](=[CH:13][C:14]([O:20][CH3:21])=[C:15]([O:18][CH3:19])[CH:16]=2)[CH2:11][CH2:10][NH:9]1)[C:2]1[CH:7]=[CH:6][CH:5]=[CH:4][CH:3]=1.Br[CH2:23][C:24](Br)=[O:25].[CH:27]1([NH2:37])[C:36]2[C:31](=[CH:32][CH:33]=[CH:34][CH:35]=2)[CH2:30][CH2:29][CH2:28]1.